This data is from NCI-60 drug combinations with 297,098 pairs across 59 cell lines. The task is: Regression. Given two drug SMILES strings and cell line genomic features, predict the synergy score measuring deviation from expected non-interaction effect. (1) Drug 1: C1C(C(OC1N2C=NC3=C(N=C(N=C32)Cl)N)CO)O. Drug 2: COCCOC1=C(C=C2C(=C1)C(=NC=N2)NC3=CC=CC(=C3)C#C)OCCOC.Cl. Cell line: NCI-H460. Synergy scores: CSS=25.5, Synergy_ZIP=2.97, Synergy_Bliss=10.4, Synergy_Loewe=11.5, Synergy_HSA=9.24. (2) Drug 1: CC1=C2C(C(=O)C3(C(CC4C(C3C(C(C2(C)C)(CC1OC(=O)C(C(C5=CC=CC=C5)NC(=O)C6=CC=CC=C6)O)O)OC(=O)C7=CC=CC=C7)(CO4)OC(=O)C)O)C)OC(=O)C. Drug 2: N.N.Cl[Pt+2]Cl. Cell line: CCRF-CEM. Synergy scores: CSS=84.1, Synergy_ZIP=-0.692, Synergy_Bliss=-0.622, Synergy_Loewe=0.539, Synergy_HSA=1.37. (3) Drug 1: C1CN1C2=NC(=NC(=N2)N3CC3)N4CC4. Drug 2: C1=CC(=CC=C1CCC2=CNC3=C2C(=O)NC(=N3)N)C(=O)NC(CCC(=O)O)C(=O)O. Cell line: OVCAR-5. Synergy scores: CSS=31.2, Synergy_ZIP=-8.56, Synergy_Bliss=-2.79, Synergy_Loewe=-1.61, Synergy_HSA=1.03. (4) Drug 1: CC(C)(C#N)C1=CC(=CC(=C1)CN2C=NC=N2)C(C)(C)C#N. Drug 2: C1CN(CCN1C(=O)CCBr)C(=O)CCBr. Cell line: NCI-H460. Synergy scores: CSS=43.4, Synergy_ZIP=9.43, Synergy_Bliss=7.91, Synergy_Loewe=10.2, Synergy_HSA=9.22.